From a dataset of Forward reaction prediction with 1.9M reactions from USPTO patents (1976-2016). Predict the product of the given reaction. (1) Given the reactants C(O[C:4]([CH:6]1[CH2:11][CH2:10][CH:9]([NH:12][C:13]2[CH:18]=[CH:17][CH:16]=[CH:15][C:14]=2[F:19])[CH2:8][CH2:7]1)=[O:5])C.O[Li].O.CN(C(ON1N=NC2C=CC=CC1=2)=[N+](C)C)C.[B-](F)(F)(F)F.[CH:45]1([N:50]2[CH2:55][CH2:54][NH:53][CH2:52][CH2:51]2)[CH2:49][CH2:48][CH2:47][CH2:46]1, predict the reaction product. The product is: [CH:45]1([N:50]2[CH2:51][CH2:52][N:53]([C:4]([CH:6]3[CH2:7][CH2:8][CH:9]([NH:12][C:13]4[CH:18]=[CH:17][CH:16]=[CH:15][C:14]=4[F:19])[CH2:10][CH2:11]3)=[O:5])[CH2:54][CH2:55]2)[CH2:46][CH2:47][CH2:48][CH2:49]1. (2) Given the reactants [O:1]1[C:5]2([CH2:10][CH2:9][C:8]([C:11]3[CH:16]=[CH:15][C:14]([NH:17]C(=O)OCC4C=CC=CC=4)=[CH:13][CH:12]=3)=[CH:7][CH2:6]2)[O:4][CH2:3][CH2:2]1, predict the reaction product. The product is: [O:1]1[C:5]2([CH2:6][CH2:7][CH:8]([C:11]3[CH:12]=[CH:13][C:14]([NH2:17])=[CH:15][CH:16]=3)[CH2:9][CH2:10]2)[O:4][CH2:3][CH2:2]1. (3) Given the reactants [CH3:1][C:2]1[CH:7]=[CH:6][CH:5]=[C:4]([C:8]([CH3:11])([CH3:10])[CH3:9])[C:3]=1[OH:12].CO.C[O-].[Na+].C(O)C.[CH2:21]([OH:24])[CH:22]=[CH2:23].C1(C)C=CC=CC=1, predict the reaction product. The product is: [C:8]([C:4]1[CH:5]=[C:6]([CH2:23][CH2:22][CH2:21][OH:24])[CH:7]=[C:2]([CH3:1])[C:3]=1[OH:12])([CH3:9])([CH3:11])[CH3:10]. (4) Given the reactants Cl[C:2]1[CH:3]=[CH:4][C:5]2[N:6]([C:8]([C:11]3[CH:16]=[CH:15][CH:14]=[C:13]([Cl:17])[CH:12]=3)=[CH:9][N:10]=2)[N:7]=1.Cl.[NH2:19][C@H:20]1[CH2:25][CH2:24][C@H:23]([OH:26])[CH2:22][CH2:21]1.C([O-])(O)=O.[Na+], predict the reaction product. The product is: [Cl:17][C:13]1[CH:12]=[C:11]([C:8]2[N:6]3[N:7]=[C:2]([NH:19][CH:20]4[CH2:25][CH2:24][CH:23]([OH:26])[CH2:22][CH2:21]4)[CH:3]=[CH:4][C:5]3=[N:10][CH:9]=2)[CH:16]=[CH:15][CH:14]=1. (5) The product is: [Cl:1][C:2]1[N:7]=[C:6]([C:8]2[S:45][C:43]([N:37]3[CH2:42][CH2:41][O:40][CH2:39][CH2:38]3)=[N:44][C:9]=2[C:11]2[CH:12]=[C:13]([NH:17][S:18]([C:21]3[CH:26]=[C:25]([F:27])[CH:24]=[CH:23][C:22]=3[F:28])(=[O:20])=[O:19])[CH:14]=[CH:15][CH:16]=2)[CH:5]=[CH:4][N:3]=1. Given the reactants [Cl:1][C:2]1[N:7]=[C:6](/[CH:8]=[C:9](/[C:11]2[CH:12]=[C:13]([NH:17][S:18]([C:21]3[CH:26]=[C:25]([F:27])[CH:24]=[CH:23][C:22]=3[F:28])(=[O:20])=[O:19])[CH:14]=[CH:15][CH:16]=2)\O)[CH:5]=[CH:4][N:3]=1.C1C(=O)N(Br)C(=O)C1.[N:37]1([C:43](=[S:45])[NH2:44])[CH2:42][CH2:41][O:40][CH2:39][CH2:38]1.ClC1N=C(C2SC(C(C)(C)C)=NC=2C2C=C(NS(C3C=C(F)C=CC=3F)(=O)=O)C=CC=2)C=CN=1, predict the reaction product. (6) Given the reactants [CH3:1][O:2][N:3]=[C:4]([C:35]1[CH:40]=[CH:39][CH:38]=[CH:37][CH:36]=1)[C:5]1[CH:34]=[CH:33][C:8]2[N:9]([CH2:13][CH2:14][O:15][C:16]3[CH:21]=[CH:20][C:19]([CH2:22][CH:23]([O:27][CH2:28][C:29]([F:32])([F:31])[F:30])[C:24]([OH:26])=[O:25])=[CH:18][CH:17]=3)[C:10](=[O:12])[S:11][C:7]=2[CH:6]=1, predict the reaction product. The product is: [CH3:1][O:2]/[N:3]=[C:4](/[C:35]1[CH:40]=[CH:39][CH:38]=[CH:37][CH:36]=1)\[C:5]1[CH:34]=[CH:33][C:8]2[N:9]([CH2:13][CH2:14][O:15][C:16]3[CH:17]=[CH:18][C:19]([CH2:22][CH:23]([O:27][CH2:28][C:29]([F:31])([F:30])[F:32])[C:24]([OH:26])=[O:25])=[CH:20][CH:21]=3)[C:10](=[O:12])[S:11][C:7]=2[CH:6]=1. (7) Given the reactants [CH3:1][O:2][C:3]1[CH:4]=[C:5]([C:11]2[N:12]=[C:13]([NH:16][C:17]3[N:18]=[CH:19][C:20]4[C:25]([CH:26]=3)=[CH:24][CH:23]=[CH:22][CH:21]=4)[S:14][CH:15]=2)[CH:6]=[CH:7][C:8]=1[O:9][CH3:10].[H-].[Na+].[CH3:29]I, predict the reaction product. The product is: [CH3:1][O:2][C:3]1[CH:4]=[C:5]([C:11]2[N:12]=[C:13]([N:16]([C:17]3[N:18]=[CH:19][C:20]4[C:25]([CH:26]=3)=[CH:24][CH:23]=[CH:22][CH:21]=4)[CH3:29])[S:14][CH:15]=2)[CH:6]=[CH:7][C:8]=1[O:9][CH3:10]. (8) Given the reactants [CH:1]([O:4][C:5]([N:7]1[CH2:12][CH2:11][CH:10]([O:13][C:14]2[CH:19]=[C:18](Cl)[N:17]=[CH:16][N:15]=2)[CH2:9][CH2:8]1)=[O:6])([CH3:3])[CH3:2].[NH:21]1[C:29]2[C:24](=[CH:25][C:26]([C:30]#[N:31])=[CH:27][CH:28]=2)[CH2:23][CH2:22]1.C[Si]([N-][Si](C)(C)C)(C)C.[Na+].O1CCCC1, predict the reaction product. The product is: [C:30]([C:26]1[CH:25]=[C:24]2[C:29](=[CH:28][CH:27]=1)[N:21]([C:18]1[N:17]=[CH:16][N:15]=[C:14]([O:13][CH:10]3[CH2:11][CH2:12][N:7]([C:5]([O:4][CH:1]([CH3:3])[CH3:2])=[O:6])[CH2:8][CH2:9]3)[CH:19]=1)[CH2:22][CH2:23]2)#[N:31]. (9) Given the reactants [CH3:1][C:2]([S@:5](/[N:7]=[CH:8]/[C:9]1[CH:14]=[CH:13][C:12]([O:15][C:16]([F:19])([F:18])[F:17])=[CH:11][CH:10]=1)=[O:6])([CH3:4])[CH3:3].[CH3:20][Mg]Br.CCOC(C)=O.CCCCCCC, predict the reaction product. The product is: [CH3:4][C:2]([S@:5]([NH:7][C@H:8]([C:9]1[CH:14]=[CH:13][C:12]([O:15][C:16]([F:17])([F:18])[F:19])=[CH:11][CH:10]=1)[CH3:20])=[O:6])([CH3:1])[CH3:3].